From a dataset of Catalyst prediction with 721,799 reactions and 888 catalyst types from USPTO. Predict which catalyst facilitates the given reaction. (1) Reactant: C(OC([N:8]1[CH2:12][C@H:11]([O:13][CH2:14][CH2:15][N:16](C(OC(C)(C)C)=O)[CH2:17][CH2:18][O:19][C:20]2[CH:25]=[CH:24][CH:23]=[C:22]([F:26])[CH:21]=2)[C@H:10]([CH2:34][C:35]2[CH:40]=[C:39]([CH3:41])[CH:38]=[C:37]([N:42](CC3C=CC=CC=3)C(OC(C)(C)C)=O)[N:36]=2)[CH2:9]1)=O)(C)(C)C. Product: [CH3:41][C:39]1[CH:38]=[C:37]([NH2:42])[N:36]=[C:35]([CH2:34][CH:10]2[CH:11]([O:13][CH2:14][CH2:15][NH:16][CH2:17][CH2:18][O:19][C:20]3[CH:25]=[CH:24][CH:23]=[C:22]([F:26])[CH:21]=3)[CH2:12][NH:8][CH2:9]2)[CH:40]=1. The catalyst class is: 320. (2) Reactant: [Cl:1][C:2]1[CH:3]=[C:4]([CH:27]=[CH:28][CH:29]=1)[C:5]([NH:7][C:8]1[CH:26]=[CH:25][C:11]([C:12]([C:14]2[CH:15]=[CH:16][C:17](F)=[C:18]([CH:23]=2)[C:19]([O:21][CH3:22])=[O:20])=[O:13])=[CH:10][CH:9]=1)=[O:6].[N-:30]=[N+:31]=[N-:32].[Na+].O.CCOC(C)=O. Product: [N:30]([C:17]1[CH:16]=[CH:15][C:14]([C:12](=[O:13])[C:11]2[CH:25]=[CH:26][C:8]([NH:7][C:5](=[O:6])[C:4]3[CH:27]=[CH:28][CH:29]=[C:2]([Cl:1])[CH:3]=3)=[CH:9][CH:10]=2)=[CH:23][C:18]=1[C:19]([O:21][CH3:22])=[O:20])=[N+:31]=[N-:32]. The catalyst class is: 550. (3) Reactant: [C:1]1(=[O:12])[C:10]2[C:5](=[CH:6][CH:7]=[CH:8][CH:9]=2)[C:4](=[O:11])[CH:3]=[CH:2]1.[CH3:13][CH2:14][C:15](OC)=[O:16].Cl. Product: [C:15]([C:2]1[C:1](=[O:12])[C:10]2[C:5](=[CH:6][CH:7]=[CH:8][CH:9]=2)[C:4](=[O:11])[CH:3]=1)(=[O:16])[CH2:14][CH3:13]. The catalyst class is: 2. (4) Reactant: Cl[C:2]1[C:11]2[C:6](=[CH:7][C:8]([O:14][CH3:15])=[C:9]([O:12][CH3:13])[CH:10]=2)[N:5]=[CH:4][C:3]=1[C:16]([NH2:18])=[O:17].[CH2:19]([N:21]1[C:25]([NH2:26])=[CH:24][CH:23]=[N:22]1)[CH3:20].C(O)(=O)C. Product: [CH2:19]([N:21]1[C:25]([NH:26][C:2]2[C:11]3[C:6](=[CH:7][C:8]([O:14][CH3:15])=[C:9]([O:12][CH3:13])[CH:10]=3)[N:5]=[CH:4][C:3]=2[C:16]([NH2:18])=[O:17])=[CH:24][CH:23]=[N:22]1)[CH3:20]. The catalyst class is: 3. (5) Reactant: O[C:2]([CH:16]([CH3:18])[CH3:17])([CH:6]([CH:10]1[CH2:15][CH2:14][O:13][CH2:12][CH2:11]1)[C:7]([OH:9])=[O:8])[C:3](O)=[O:4].CCCCCC.C(OCC)(=O)C. Product: [CH:16]([C:2]1=[C:6]([CH:10]2[CH2:15][CH2:14][O:13][CH2:12][CH2:11]2)[C:7]([O:9][C:3]1=[O:4])=[O:8])([CH3:18])[CH3:17]. The catalyst class is: 152. (6) Product: [ClH:1].[Cl:1][C:2]1[CH:3]=[C:4]([CH:14]=[CH:15][C:16]=1[CH2:17][CH2:18][NH:19][C@@H:20]([CH3:30])[C@H:21]([OH:29])[C:22]1[CH:27]=[CH:26][C:25]([OH:28])=[CH:24][CH:23]=1)[O:5][C:6]([CH3:13])([CH3:12])[C:7]([O:9][CH2:10][CH3:11])=[O:8]. The catalyst class is: 13. Reactant: [Cl:1][C:2]1[CH:3]=[C:4]([CH:14]=[CH:15][C:16]=1[CH2:17][CH2:18][NH:19][C@@H:20]([CH3:30])[C@H:21]([OH:29])[C:22]1[CH:27]=[CH:26][C:25]([OH:28])=[CH:24][CH:23]=1)[O:5][C:6]([CH3:13])([CH3:12])[C:7]([O:9][CH2:10][CH3:11])=[O:8].Cl. (7) Reactant: [CH2:1]([OH:4])[CH2:2][OH:3].[F:5][C:6]1[C:13]([F:14])=[C:12]([F:15])[CH:11]=[CH:10][C:7]=1[CH:8]=O.O.C1(C)C=CC(S(O)(=O)=O)=CC=1.O. Product: [F:5][C:6]1[C:13]([F:14])=[C:12]([F:15])[CH:11]=[CH:10][C:7]=1[CH:8]1[O:4][CH2:1][CH2:2][O:3]1. The catalyst class is: 11. (8) Reactant: [CH3:1][S:2][C:3]1[CH:8]=[CH:7][C:6]([CH2:9][C:10]2[C:11](=[O:19])[NH:12][NH:13][C:14]=2[C:15]([F:18])([F:17])[F:16])=[CH:5][CH:4]=1.[Li]CCCC.CCCCCC.[CH2:31](Br)[C:32]1[CH:37]=[CH:36][CH:35]=[CH:34][CH:33]=1. Product: [CH2:31]([N:13]1[C:14]([C:15]([F:18])([F:17])[F:16])=[C:10]([CH2:9][C:6]2[CH:7]=[CH:8][C:3]([S:2][CH3:1])=[CH:4][CH:5]=2)[C:11](=[O:19])[NH:12]1)[C:32]1[CH:37]=[CH:36][CH:35]=[CH:34][CH:33]=1. The catalyst class is: 1.